This data is from Catalyst prediction with 721,799 reactions and 888 catalyst types from USPTO. The task is: Predict which catalyst facilitates the given reaction. (1) Reactant: C([BH-](CC)CC)C.[Li+].[NH2:9][C:10]1[N:15]=[C:14]([OH:16])[C:13]([CH2:17][C:18]2[CH:27]=[CH:26][C:21]([C:22](OC)=[O:23])=[CH:20][C:19]=2[O:28][CH3:29])=[C:12]([CH3:30])[N:11]=1.O.Cl. Product: [NH2:9][C:10]1[N:15]=[C:14]([OH:16])[C:13]([CH2:17][C:18]2[CH:27]=[CH:26][C:21]([CH2:22][OH:23])=[CH:20][C:19]=2[O:28][CH3:29])=[C:12]([CH3:30])[N:11]=1. The catalyst class is: 1. (2) Reactant: [Li]CCCC.CC1CCCN(C)C1(C)C.[Br:16][C:17]1[CH:18]=[CH:19][C:20]([C:24]([F:27])([F:26])[F:25])=[C:21]([CH3:23])[CH:22]=1.CN([CH:31]=[O:32])C. Product: [Br:16][C:17]1[CH:22]=[C:21]([CH3:23])[C:20]([C:24]([F:25])([F:26])[F:27])=[CH:19][C:18]=1[CH:31]=[O:32]. The catalyst class is: 1. (3) Reactant: Cl[C:2]1[C:7]([Cl:8])=[CH:6][CH:5]=[CH:4][C:3]=1[N+:9]([O-:11])=[O:10].[C:12]([NH2:16])([CH3:15])([CH3:14])[CH3:13]. Product: [C:12]([NH:16][C:2]1[C:3]([N+:9]([O-:11])=[O:10])=[CH:4][CH:5]=[CH:6][C:7]=1[Cl:8])([CH3:15])([CH3:14])[CH3:13]. The catalyst class is: 8. (4) Reactant: [NH2:1][C:2]1[CH:3]=[C:4]([C:27]2[CH:28]=[CH:29][C:30]([Cl:42])=[C:31]3[C:35]=2[N:34]([CH3:36])[N:33]=[C:32]3[NH:37][S:38]([CH3:41])(=[O:40])=[O:39])[C:5]([C@@H:9]([NH:19][C:20](=[O:26])[O:21][C:22]([CH3:25])([CH3:24])[CH3:23])[CH2:10][C:11]2[CH:16]=[C:15]([F:17])[CH:14]=[C:13]([F:18])[CH:12]=2)=[N:6][C:7]=1Br.[C:43]([O-])([O-])=O.[K+].[K+].CB1OB(C)OB(C)O1. Product: [NH2:1][C:2]1[CH:3]=[C:4]([C:27]2[CH:28]=[CH:29][C:30]([Cl:42])=[C:31]3[C:35]=2[N:34]([CH3:36])[N:33]=[C:32]3[NH:37][S:38]([CH3:41])(=[O:40])=[O:39])[C:5]([C@@H:9]([NH:19][C:20](=[O:26])[O:21][C:22]([CH3:25])([CH3:24])[CH3:23])[CH2:10][C:11]2[CH:16]=[C:15]([F:17])[CH:14]=[C:13]([F:18])[CH:12]=2)=[N:6][C:7]=1[CH3:43]. The catalyst class is: 75. (5) Reactant: Cl.[CH:2]1[C:12]2[CH2:11][CH2:10][C:9]3[CH:13]=[CH:14][CH:15]=[CH:16][C:8]=3[N:7]([CH2:17][CH2:18][CH2:19][NH2:20])[C:6]=2[CH:5]=[CH:4][CH:3]=1.CCN(CC)CC.[Cl:28][C:29]1[CH:34]=[CH:33][C:32]([S:35](Cl)(=[O:37])=[O:36])=[CH:31][CH:30]=1. Product: [Cl:28][C:29]1[CH:34]=[CH:33][C:32]([S:35]([NH:20][CH2:19][CH2:18][CH2:17][N:7]2[C:8]3[CH:16]=[CH:15][CH:14]=[CH:13][C:9]=3[CH2:10][CH2:11][C:12]3[CH:2]=[CH:3][CH:4]=[CH:5][C:6]2=3)(=[O:37])=[O:36])=[CH:31][CH:30]=1. The catalyst class is: 3. (6) Reactant: [CH3:1][O:2][C:3]1[CH:8]=[CH:7][C:6]([C:9]2[C:14]([C:15]#[N:16])=[CH:13][N:12]=[C:11]([S:17]C3C=CC=CC=3)[C:10]=2[C:24]#[N:25])=[CH:5][CH:4]=1.[S-2].[Na+].[Na+].Cl. Product: [CH3:1][O:2][C:3]1[CH:4]=[CH:5][C:6]([C:9]2[C:14]([C:15]#[N:16])=[CH:13][N:12]=[C:11]([SH:17])[C:10]=2[C:24]#[N:25])=[CH:7][CH:8]=1. The catalyst class is: 3.